Predict the reaction yield, written as a fraction of the theoretical maximum amount of product (1.0 means a 100% yield; for example, 0.34 means a 34% yield). From a dataset of Reaction yield outcomes from USPTO patents with 853,638 reactions. (1) The reactants are [N:1]1([C:7]2[N:12]=[CH:11][C:10]([C:13]3[N:17]4[CH:18]=[CH:19][CH:20]=[CH:21][C:16]4=[N:15][C:14]=3[CH:22]=O)=[CH:9][CH:8]=2)[CH2:6][CH2:5][O:4][CH2:3][CH2:2]1.[CH3:24][NH:25][C@@H:26]1[C:35]2[N:34]=[CH:33][CH:32]=[CH:31][C:30]=2[CH2:29][CH2:28][CH2:27]1.CN(CC1N=C2C=CC=CN2C=1C1C=CN=CC=1)[C@@H]1C2N=CC=CC=2CCC1. The product is [CH3:24][N:25]([CH2:22][C:14]1[N:15]=[C:16]2[CH:21]=[CH:20][CH:19]=[CH:18][N:17]2[C:13]=1[C:10]1[CH:11]=[N:12][C:7]([N:1]2[CH2:2][CH2:3][O:4][CH2:5][CH2:6]2)=[CH:8][CH:9]=1)[C@@H:26]1[C:35]2[N:34]=[CH:33][CH:32]=[CH:31][C:30]=2[CH2:29][CH2:28][CH2:27]1. The yield is 0.850. No catalyst specified. (2) The reactants are [Br:1][C:2]1[CH:7]=[CH:6][C:5]([NH:8][C:9]2[C:10]([CH2:25][OH:26])=[CH:11][C:12]3[N:16]([CH2:17][CH2:18][S:19]([CH3:22])(=[O:21])=[O:20])[CH:15]=[N:14][C:13]=3[C:23]=2[F:24])=[C:4]([Cl:27])[CH:3]=1.CC(C)=O. The catalyst is C1COCC1.O=[Mn]=O. The product is [Br:1][C:2]1[CH:7]=[CH:6][C:5]([NH:8][C:9]2[C:10]([CH:25]=[O:26])=[CH:11][C:12]3[N:16]([CH2:17][CH2:18][S:19]([CH3:22])(=[O:21])=[O:20])[CH:15]=[N:14][C:13]=3[C:23]=2[F:24])=[C:4]([Cl:27])[CH:3]=1. The yield is 0.820. (3) The reactants are [NH2:1][C:2]1[C:7]([CH3:8])=[CH:6][C:5]([OH:9])=[C:4]([CH3:10])[CH:3]=1.[CH3:11][C:12]([O:15][C:16](O[C:16]([O:15][C:12]([CH3:14])([CH3:13])[CH3:11])=[O:17])=[O:17])([CH3:14])[CH3:13]. The catalyst is C1COCC1. The product is [C:12]([O:15][C:16](=[O:17])[NH:1][C:2]1[CH:3]=[C:4]([CH3:10])[C:5]([OH:9])=[CH:6][C:7]=1[CH3:8])([CH3:14])([CH3:13])[CH3:11]. The yield is 0.900. (4) The reactants are C(O[C:4](=O)[CH:5]([CH2:11][CH2:12][CH3:13])[C:6]([O:8]CC)=[O:7])C.[CH3:15][CH2:16][O-].[Na+].BrCC1C=[CH:29][C:28]2[C:23](=[CH:24][CH:25]=[CH:26][CH:27]=2)[C:22]=1[C:31]1[C:32]2[C:37]([C:38]3[CH:39]=[CH:40][CH:41]=[CH:42][C:43]=3[CH:44]=1)=[CH:36][CH:35]=[CH:34][CH:33]=2.C1(C)C=CC=CC=1. The catalyst is C(O)C. The product is [CH:42]1[C:43]2[CH:44]=[C:31]([C:22]3[C:23]4[C:28](=[CH:27][CH:26]=[CH:25][CH:24]=4)[CH:29]=[CH:13][C:12]=3[CH2:11][CH:5]([CH2:4][CH2:15][CH3:16])[C:6]([OH:8])=[O:7])[C:32]3[C:37](=[CH:36][CH:35]=[CH:34][CH:33]=3)[C:38]=2[CH:39]=[CH:40][CH:41]=1. The yield is 0.550. (5) The reactants are [CH3:1][C:2]1[N:3]=[C:4]([NH2:7])[S:5][CH:6]=1.[CH3:8][C:9]([O:12][C:13](O[C:13]([O:12][C:9]([CH3:11])([CH3:10])[CH3:8])=[O:14])=[O:14])([CH3:11])[CH3:10].CCN(CC)CC. The catalyst is C1COCC1.CN(C1C=CN=CC=1)C. The product is [CH3:1][C:2]1[N:3]=[C:4]([NH:7][C:13](=[O:14])[O:12][C:9]([CH3:11])([CH3:10])[CH3:8])[S:5][CH:6]=1. The yield is 0.660. (6) The reactants are [C:1]([OH:20])(=[O:19])[CH2:2][CH2:3][CH2:4][CH2:5][CH2:6][CH2:7][CH2:8]/[CH:9]=[CH:10]\[CH2:11]/[CH:12]=[CH:13]\[CH2:14][CH2:15][CH2:16][CH2:17][CH3:18].CO.[CH:23](OC)(OC)OC.S(=O)(=O)(O)O. No catalyst specified. The product is [C:1]([O:20][CH3:23])(=[O:19])[CH2:2][CH2:3][CH2:4][CH2:5][CH2:6][CH2:7][CH2:8]/[CH:9]=[CH:10]\[CH2:11]/[CH:12]=[CH:13]\[CH2:14][CH2:15][CH2:16][CH2:17][CH3:18]. The yield is 1.00. (7) The reactants are ClCCl.[Cl:4][C:5]1[CH:10]=[CH:9][C:8]([S:11]([CH:14]([C:24]2[CH:29]=[C:28]([F:30])[CH:27]=[CH:26][C:25]=2[F:31])[CH2:15][CH2:16][C:17]([O:19]C(C)(C)C)=[O:18])(=[O:13])=[O:12])=[CH:7][CH:6]=1.FC(F)(F)C(O)=O. The catalyst is C(OCC)(=O)C. The product is [Cl:4][C:5]1[CH:6]=[CH:7][C:8]([S:11]([CH:14]([C:24]2[CH:29]=[C:28]([F:30])[CH:27]=[CH:26][C:25]=2[F:31])[CH2:15][CH2:16][C:17]([OH:19])=[O:18])(=[O:13])=[O:12])=[CH:9][CH:10]=1. The yield is 0.480. (8) The reactants are Cl.[F:2][C:3]([F:17])([O:8][C:9]1[CH:14]=[CH:13][C:12]([NH:15][NH2:16])=[CH:11][CH:10]=1)[C:4]([F:7])([F:6])[F:5].[NH2:18][C:19](N)=[O:20].[CH:22](OCC)(OCC)OCC. The catalyst is ClC1C=CC=CC=1.C1(C)C=CC(S(O)(=O)=O)=CC=1.ClS(O)(=O)=O. The product is [F:2][C:3]([F:17])([O:8][C:9]1[CH:10]=[CH:11][C:12]([N:15]2[CH:22]=[N:18][C:19]([OH:20])=[N:16]2)=[CH:13][CH:14]=1)[C:4]([F:6])([F:5])[F:7]. The yield is 0.990. (9) The reactants are [H-].[H-].[H-].[H-].[Li+].[Al+3].[C:7]([O:11][C:12]([N:14]([CH2:23][CH3:24])[C:15]([CH3:22])([CH3:21])[C:16](OCC)=[O:17])=[O:13])([CH3:10])([CH3:9])[CH3:8]. The catalyst is C1COCC1. The product is [CH2:23]([N:14]([C:15]([CH3:21])([CH3:22])[CH2:16][OH:17])[C:12](=[O:13])[O:11][C:7]([CH3:10])([CH3:8])[CH3:9])[CH3:24]. The yield is 0.450. (10) The reactants are [CH2:1]([O:8][C:9]1[CH:17]=[C:16]([O:18][CH2:19][C:20]2[CH:25]=[CH:24][CH:23]=[CH:22][CH:21]=2)[C:15]([C:26]([CH3:28])=[CH2:27])=[CH:14][C:10]=1[C:11]([OH:13])=O)[C:2]1[CH:7]=[CH:6][CH:5]=[CH:4][CH:3]=1.[C:29](Cl)(=[O:33])[C:30](Cl)=[O:31].C([N:37]([CH2:40][CH3:41])[CH2:38][CH3:39])C. The catalyst is CN(C=O)C.C(Cl)Cl.C(OCC)(=O)C. The product is [CH2:1]([O:8][C:9]1[CH:17]=[C:16]([O:18][CH2:19][C:20]2[CH:21]=[CH:22][CH:23]=[CH:24][CH:25]=2)[C:15]([C:26]([CH3:28])=[CH2:27])=[CH:14][C:10]=1[C:11]([N:37]1[CH2:38][C:39]2[C:41](=[CH:3][CH:4]=[CH:5][C:6]=2[O:31][CH2:30][CH2:29][O:33][CH2:2][CH2:1][O:8][CH3:9])[CH2:40]1)=[O:13])[C:2]1[CH:3]=[CH:4][CH:5]=[CH:6][CH:7]=1. The yield is 1.00.